This data is from Catalyst prediction with 721,799 reactions and 888 catalyst types from USPTO. The task is: Predict which catalyst facilitates the given reaction. (1) The catalyst class is: 760. Reactant: [NH2:1][C:2]([C:4]1[CH:5]=[N:6][C:7]2[C:12]([C:13]=1[NH:14][C:15]1[CH:16]=[C:17]([CH:22]=[CH:23][CH:24]=1)[C:18]([O:20][CH3:21])=[O:19])=[CH:11][C:10]([O:25][CH3:26])=[C:9](Cl)[CH:8]=2)=[O:3].[CH3:28][C:29]1[C:33](B2OC(C)(C)C(C)(C)O2)=[C:32]([CH3:43])[NH:31][N:30]=1.C(=O)([O-])[O-].[K+].[K+]. Product: [NH2:1][C:2]([C:4]1[CH:5]=[N:6][C:7]2[C:12]([C:13]=1[NH:14][C:15]1[CH:16]=[C:17]([CH:22]=[CH:23][CH:24]=1)[C:18]([O:20][CH3:21])=[O:19])=[CH:11][C:10]([O:25][CH3:26])=[C:9]([C:33]1[C:29]([CH3:28])=[N:30][NH:31][C:32]=1[CH3:43])[CH:8]=2)=[O:3]. (2) Reactant: [N:1]1([C:7]2[S:8]/[C:9](=[CH:13]\[C:14]3[CH:19]=[CH:18][C:17]([F:20])=[CH:16][C:15]=3[OH:21])/[C:10](=[O:12])[N:11]=2)[CH2:6][CH2:5][CH2:4][CH2:3][NH:2]1.C([O-])([O-])=O.[K+].[K+].[N:28]1([C:33]([Cl:35])=[O:34])[CH2:32][CH2:31][CH2:30][CH2:29]1. Product: [ClH:35].[N:28]1([C:33]([O:21][C:15]2[CH:16]=[C:17]([F:20])[CH:18]=[CH:19][C:14]=2/[CH:13]=[C:9]2\[C:10](=[O:12])[N:11]=[C:7]([N:1]3[CH2:6][CH2:5][CH2:4][CH2:3][NH:2]3)[S:8]\2)=[O:34])[CH2:32][CH2:31][CH2:30][CH2:29]1. The catalyst class is: 10. (3) Reactant: C(N(CC)CC)C.[F:8][C:9]1[CH:14]=[CH:13][C:12]([C@@H:15]([NH2:17])[CH3:16])=[CH:11][CH:10]=1.[CH3:18][O:19][C:20]1[CH:21]=[C:22]([N:32](C(OC2C=CC=CC=2)=O)[C:33](=O)[O:34]C2C=CC=CC=2)[CH:23]=[CH:24][C:25]=1[N:26]1[CH:30]=[C:29]([CH3:31])[N:28]=[CH:27]1.O. Product: [F:8][C:9]1[CH:14]=[CH:13][C:12]([C@@H:15]([NH:17][C:33]([NH:32][C:22]2[CH:23]=[CH:24][C:25]([N:26]3[CH:30]=[C:29]([CH3:31])[N:28]=[CH:27]3)=[C:20]([O:19][CH3:18])[CH:21]=2)=[O:34])[CH3:16])=[CH:11][CH:10]=1. The catalyst class is: 39. (4) Reactant: [Cl:1][C:2]1[N:11]=[CH:10][CH:9]=[C:8]2[C:3]=1[C:4]1[CH:16]=[C:15]([C:17]3[CH:18]=[N:19][N:20]([CH3:22])[CH:21]=3)[CH:14]=[CH:13][C:5]=1[C:6](Cl)=[N:7]2.[NH2:23][C:24]1[CH:25]=[N:26][CH:27]=[CH:28][CH:29]=1.CC(C)([O-])C.[Na+].[Cl-].[NH4+]. Product: [Cl:1][C:2]1[N:11]=[CH:10][CH:9]=[C:8]2[C:3]=1[C:4]1[CH:16]=[C:15]([C:17]3[CH:18]=[N:19][N:20]([CH3:22])[CH:21]=3)[CH:14]=[CH:13][C:5]=1[C:6]([NH:23][C:24]1[CH:25]=[N:26][CH:27]=[CH:28][CH:29]=1)=[N:7]2. The catalyst class is: 56.